This data is from Catalyst prediction with 721,799 reactions and 888 catalyst types from USPTO. The task is: Predict which catalyst facilitates the given reaction. (1) The catalyst class is: 697. Product: [CH3:1][O:2][C:3]1[CH:4]=[C:5]([C:11]([C:13](=[O:16])[CH:14]=[CH2:15])=[CH2:12])[CH:6]=[CH:7][C:8]=1[O:9][CH3:10]. Reactant: [CH3:1][O:2][C:3]1[CH:4]=[C:5]([C:11]([CH:13]([OH:16])[CH:14]=[CH2:15])=[CH2:12])[CH:6]=[CH:7][C:8]=1[O:9][CH3:10]. (2) Reactant: FC(F)(F)C(O)=O.[NH:8]1[CH2:13][CH2:12][CH:11]([NH:14][C:15]2[O:16][C:17]3[C:23]([O:24][CH2:25][CH:26]([OH:29])[CH2:27][OH:28])=[CH:22][CH:21]=[CH:20][C:18]=3[N:19]=2)[CH2:10][CH2:9]1.[CH2:30]([O:32][C:33]1[CH:34]=[C:35]([CH:38]=[C:39]([O:46][CH2:47][CH3:48])[C:40]=1[N:41]1[CH:45]=[CH:44][CH:43]=[CH:42]1)[CH:36]=O)[CH3:31].C([BH3-])#N.[Na+].C(N(C(C)C)C(C)C)C. Product: [CH2:30]([O:32][C:33]1[CH:34]=[C:35]([CH:38]=[C:39]([O:46][CH2:47][CH3:48])[C:40]=1[N:41]1[CH:45]=[CH:44][CH:43]=[CH:42]1)[CH2:36][N:8]1[CH2:13][CH2:12][CH:11]([NH:14][C:15]2[O:16][C:17]3[C:23]([O:24][CH2:25][CH:26]([OH:29])[CH2:27][OH:28])=[CH:22][CH:21]=[CH:20][C:18]=3[N:19]=2)[CH2:10][CH2:9]1)[CH3:31]. The catalyst class is: 212. (3) Reactant: [CH3:1][O:2][C:3]1[CH:8]=[CH:7][C:6]([CH2:9][C:10]([NH:12][C:13]2[CH:17]=[CH:16][S:15][C:14]=2[C:18]([O:20]C)=[O:19])=[O:11])=[CH:5][CH:4]=1.[OH-].[Na+].Cl. Product: [CH3:1][O:2][C:3]1[CH:8]=[CH:7][C:6]([CH2:9][C:10]([NH:12][C:13]2[CH:17]=[CH:16][S:15][C:14]=2[C:18]([OH:20])=[O:19])=[O:11])=[CH:5][CH:4]=1. The catalyst class is: 20. (4) Reactant: [N:1]([CH2:4][C:5]1[CH:10]=[C:9]([C:11]([Cl:14])([CH3:13])[CH3:12])[CH:8]=[C:7]([O:15][CH2:16][C:17]2[CH:22]=[CH:21][CH:20]=[CH:19][CH:18]=2)[CH:6]=1)=[N+]=[N-]. Product: [CH2:16]([O:15][C:7]1[CH:6]=[C:5]([CH2:4][NH2:1])[CH:10]=[C:9]([C:11]([Cl:14])([CH3:13])[CH3:12])[CH:8]=1)[C:17]1[CH:18]=[CH:19][CH:20]=[CH:21][CH:22]=1. The catalyst class is: 19. (5) Reactant: [Cl:1][C:2]1[C:7]([Cl:8])=[CH:6][C:5]([CH:9](Cl)[CH3:10])=[C:4]([O:12][CH3:13])[C:3]=1[CH:14]1[CH2:17][N:16]([C:18]([O:20][C:21]([CH3:24])([CH3:23])[CH3:22])=[O:19])[CH2:15]1.[CH3:25][C:26]1[C:34]2[C:29](=N[CH:31]=[N:32][C:33]=2[NH2:35])[NH:28][N:27]=1.[C:36](=O)([O-])[O-].[Cs+].[Cs+].[I-].[K+]. Product: [NH2:35][C:33]1[C:34]2[C:29]([CH3:36])=[N:28][N:27]([CH:9]([C:5]3[C:4]([O:12][CH3:13])=[C:3]([CH:14]4[CH2:15][N:16]([C:18]([O:20][C:21]([CH3:22])([CH3:23])[CH3:24])=[O:19])[CH2:17]4)[C:2]([Cl:1])=[C:7]([Cl:8])[CH:6]=3)[CH3:10])[C:26]=2[CH:25]=[CH:31][N:32]=1. The catalyst class is: 288. (6) Reactant: [CH2:1]([C:3]1[CH:32]=[CH:31][CH:30]=[CH:29][C:4]=1[O:5][C:6]1[CH:11]=[CH:10][CH:9]=[CH:8][C:7]=1[C@:12]([C@@H:20]1[CH2:25][CH2:24][CH2:23][N:22]([C:26](Cl)=[O:27])[CH2:21]1)([OH:19])[CH2:13][CH2:14][CH2:15][CH2:16][O:17][CH3:18])[CH3:2].[NH2:33][CH2:34][CH:35]([OH:38])[CH2:36][NH2:37]. Product: [CH2:1]([C:3]1[CH:32]=[CH:31][CH:30]=[CH:29][C:4]=1[O:5][C:6]1[CH:11]=[CH:10][CH:9]=[CH:8][C:7]=1[C@:12]([C@@H:20]1[CH2:25][CH2:24][CH2:23][N:22]([C:26]([NH:33][CH2:34][CH:35]([OH:38])[CH2:36][NH2:37])=[O:27])[CH2:21]1)([OH:19])[CH2:13][CH2:14][CH2:15][CH2:16][O:17][CH3:18])[CH3:2]. The catalyst class is: 2. (7) Reactant: [CH3:1][N:2]([C:4]1[C:9]2[CH2:10][C@@H:11]3[C:21]([C:22](=[O:23])[C:8]=2[C:7]([OH:33])=[CH:6][CH:5]=1)=[C:20]([OH:24])[C@@:19]1([OH:25])[C@H:13]([C@H:14]([N:30]([CH3:32])[CH3:31])[C:15]([OH:29])=[C:16]([C:26]([NH2:28])=[O:27])[C:17]1=[O:18])[CH2:12]3)[CH3:3].S(=O)(=O)(O)O.[N+:39]([O-])([O-])=O.[Na+].[H][H]. Product: [CH3:31][N:30]([C@@H:14]1[C:15](=[O:29])[C:16]([C:26]([NH2:28])=[O:27])=[C:17]([OH:18])[C@:19]2([OH:25])[C@H:13]1[CH2:12][C@H:11]1[C:21]([C:20]2=[O:24])=[C:22]([OH:23])[C:8]2[C:7]([OH:33])=[C:6]([NH2:39])[CH:5]=[C:4]([N:2]([CH3:1])[CH3:3])[C:9]=2[CH2:10]1)[CH3:32]. The catalyst class is: 553. (8) Reactant: [Cl:1][C:2]1[N:3]=[C:4](Cl)[C:5]2[CH:10]=[CH:9][NH:8][C:6]=2[N:7]=1.[NH2:12][CH2:13][CH2:14][CH2:15][CH2:16][CH2:17][NH2:18].C(N(CC)CC)C. Product: [NH2:12][CH2:13][CH2:14][CH2:15][CH2:16][CH2:17][NH:18][C:4]1[C:5]2[CH:10]=[CH:9][NH:8][C:6]=2[N:7]=[C:2]([Cl:1])[N:3]=1. The catalyst class is: 51. (9) Reactant: C([O:3][C:4]([C:6]1[CH:11]=[CH:10][C:9]([CH:12]2[CH2:26][CH2:25][C:15]3([CH:17]([C:18]([O:20][C:21]([CH3:24])([CH3:23])[CH3:22])=[O:19])[CH2:16]3)[CH2:14][CH2:13]2)=[CH:8][CH:7]=1)=[O:5])C.C1COCC1.CO.O.[OH-].[Li+]. Product: [C:4]([C:6]1[CH:7]=[CH:8][C:9]([CH:12]2[CH2:26][CH2:25][C:15]3([CH:17]([C:18]([O:20][C:21]([CH3:22])([CH3:24])[CH3:23])=[O:19])[CH2:16]3)[CH2:14][CH2:13]2)=[CH:10][CH:11]=1)([OH:5])=[O:3]. The catalyst class is: 6.